Dataset: Reaction yield outcomes from USPTO patents with 853,638 reactions. Task: Predict the reaction yield, written as a fraction of the theoretical maximum amount of product (1.0 means a 100% yield; for example, 0.34 means a 34% yield). (1) The reactants are [CH3:1][C:2]1([CH3:25])[CH2:6][C:5]2[C:7]([CH3:24])=[C:8]([N:13]3[C:21](=O)[C:20]4[C:15](=[CH:16][CH:17]=[CH:18][CH:19]=4)[C:14]3=O)[C:9]([CH3:12])=[C:10]([CH3:11])[C:4]=2[O:3]1. The catalyst is C(O)C. The product is [CH3:1][C:2]1([CH3:25])[CH2:6][C:5]2[C:7]([CH3:24])=[C:8]([N:13]3[CH2:14][C:15]4[C:20](=[CH:19][CH:18]=[CH:17][CH:16]=4)[CH2:21]3)[C:9]([CH3:12])=[C:10]([CH3:11])[C:4]=2[O:3]1. The yield is 0.840. (2) The yield is 0.0700. The reactants are Cl.C([O:6][C:7]([N:9]1[CH2:12][CH:11]([O:13][C:14]2[CH:19]=[CH:18][CH:17]=[CH:16][C:15]=2[C:20]([N:22]2[CH2:36][C:25]3=[C:26]4[N:31]([N:32]=[C:24]3[CH2:23]2)[C:30]([CH3:33])=[C:29]([Cl:34])[C:28]([CH3:35])=[N:27]4)=[O:21])[CH2:10]1)=[O:8])(C)(C)C. The product is [CH:7]([OH:8])=[O:6].[NH:9]1[CH2:12][CH:11]([O:13][C:14]2[CH:19]=[CH:18][CH:17]=[CH:16][C:15]=2[C:20]([N:22]2[CH2:36][C:25]3=[C:26]4[N:31]([N:32]=[C:24]3[CH2:23]2)[C:30]([CH3:33])=[C:29]([Cl:34])[C:28]([CH3:35])=[N:27]4)=[O:21])[CH2:10]1. The catalyst is O1CCOCC1. (3) The reactants are [Cl:1][C:2]1[CH:30]=[CH:29][C:5]([CH2:6][N:7]2[C:12](=[O:13])[C:11]([CH2:14]OS(C)(=O)=O)=[CH:10][C:9]([C:20]3[CH:25]=[CH:24][C:23]([O:26][CH3:27])=[C:22]([F:28])[CH:21]=3)=[N:8]2)=[CH:4][CH:3]=1.[CH3:31][NH:32][CH3:33]. No catalyst specified. The product is [Cl:1][C:2]1[CH:30]=[CH:29][C:5]([CH2:6][N:7]2[C:12](=[O:13])[C:11]([CH2:14][N:32]([CH3:33])[CH3:31])=[CH:10][C:9]([C:20]3[CH:25]=[CH:24][C:23]([O:26][CH3:27])=[C:22]([F:28])[CH:21]=3)=[N:8]2)=[CH:4][CH:3]=1. The yield is 0.747. (4) The product is [CH2:3]([N:10]1[CH2:14][C@@H:13]([C:15]2[CH:16]=[CH:17][C:18]([Cl:21])=[CH:19][CH:20]=2)[C@@H:12]([C:22]([OH:24])=[O:23])[CH2:11]1)[C:4]1[CH:5]=[CH:6][CH:7]=[CH:8][CH:9]=1. The yield is 0.950. The reactants are O=O.[CH2:3]([N:10]1[CH2:14][C:13]([C:15]2[CH:20]=[CH:19][C:18]([Cl:21])=[CH:17][CH:16]=2)=[C:12]([C:22]([OH:24])=[O:23])[CH2:11]1)[C:4]1[CH:9]=[CH:8][CH:7]=[CH:6][CH:5]=1.COC1C(C2C(OC)=CC=CC=2P(C2OC=CC=2)C2OC=CC=2)=C(P(C2OC=CC=2)C2OC=CC=2)C=CC=1.[H][H]. The catalyst is CO. (5) The reactants are [Br:1][C:2]1[CH:10]=[CH:9][C:5]([C:6]([OH:8])=O)=[CH:4][C:3]=1[F:11].C(Cl)(=O)C(Cl)=O.[F:18][CH:19]([F:27])[C:20]1[CH:25]=[CH:24][N:23]=[C:22]([NH2:26])[CH:21]=1. The catalyst is C(Cl)Cl.CN(C=O)C.C1COCC1. The product is [Br:1][C:2]1[CH:10]=[CH:9][C:5]([C:6]([NH:26][C:22]2[CH:21]=[C:20]([CH:19]([F:27])[F:18])[CH:25]=[CH:24][N:23]=2)=[O:8])=[CH:4][C:3]=1[F:11]. The yield is 0.623.